This data is from TCR-epitope binding with 47,182 pairs between 192 epitopes and 23,139 TCRs. The task is: Binary Classification. Given a T-cell receptor sequence (or CDR3 region) and an epitope sequence, predict whether binding occurs between them. The epitope is LLFNKVTLA. The TCR CDR3 sequence is CASSLGPHDSTNYGYTF. Result: 0 (the TCR does not bind to the epitope).